This data is from Full USPTO retrosynthesis dataset with 1.9M reactions from patents (1976-2016). The task is: Predict the reactants needed to synthesize the given product. (1) Given the product [C:54]([O:53][C:51]([NH:50][C:9](=[N:8][C:6]([O:5][C:1]([CH3:4])([CH3:3])[CH3:2])=[O:7])[NH:10][C:11]1[CH:12]=[CH:13][C:14]([C:15]([O:17][C:18]2[CH:23]=[CH:22][C:21]([CH2:24][C:25]([NH:27][C@H:28]([C:37]([OH:39])=[O:38])[CH2:29][C:30]3[CH:35]=[CH:34][CH:33]=[C:32]([F:36])[CH:31]=3)=[O:26])=[C:20]([Cl:47])[CH:19]=2)=[O:16])=[CH:48][CH:49]=1)=[O:52])([CH3:56])([CH3:57])[CH3:55], predict the reactants needed to synthesize it. The reactants are: [C:1]([O:5][C:6]([NH:8][C:9](=[N:50][C:51]([O:53][C:54]([CH3:57])([CH3:56])[CH3:55])=[O:52])[NH:10][C:11]1[CH:49]=[CH:48][C:14]([C:15]([O:17][C:18]2[CH:23]=[CH:22][C:21]([CH2:24][C:25]([NH:27][C@H:28]([C:37]([O:39]CC3C=CC=CC=3)=[O:38])[CH2:29][C:30]3[CH:35]=[CH:34][CH:33]=[C:32]([F:36])[CH:31]=3)=[O:26])=[C:20]([Cl:47])[CH:19]=2)=[O:16])=[CH:13][CH:12]=1)=[O:7])([CH3:4])([CH3:3])[CH3:2]. (2) Given the product [C:19]([O:23][C:24]([N:26]1[CH2:27][CH2:28][C:29]2([C:33](=[O:34])[N:32]([CH2:2][C:3]3[N:13]([CH2:14][C:15]([CH3:18])([CH3:17])[CH3:16])[C:6]4[N:7]=[C:8]([C:11]#[N:12])[N:9]=[CH:10][C:5]=4[CH:4]=3)[C:31](=[O:35])[CH2:30]2)[CH2:36][CH2:37]1)=[O:25])([CH3:22])([CH3:20])[CH3:21], predict the reactants needed to synthesize it. The reactants are: Br[CH2:2][C:3]1[N:13]([CH2:14][C:15]([CH3:18])([CH3:17])[CH3:16])[C:6]2[N:7]=[C:8]([C:11]#[N:12])[N:9]=[CH:10][C:5]=2[CH:4]=1.[C:19]([O:23][C:24]([N:26]1[CH2:37][CH2:36][C:29]2([C:33](=[O:34])[NH:32][C:31](=[O:35])[CH2:30]2)[CH2:28][CH2:27]1)=[O:25])([CH3:22])([CH3:21])[CH3:20].C(=O)([O-])[O-].[K+].[K+]. (3) Given the product [CH3:20][C:16]1[N:1]=[C:2]([N:4]2[CH2:9][CH2:8][CH:7]([C:10]([O:12][CH2:13][CH3:14])=[O:11])[CH2:6][CH2:5]2)[S:3][C:17]=1[CH3:18], predict the reactants needed to synthesize it. The reactants are: [NH2:1][C:2]([N:4]1[CH2:9][CH2:8][CH:7]([C:10]([O:12][CH2:13][CH3:14])=[O:11])[CH2:6][CH2:5]1)=[S:3].Cl[CH:16]([CH3:20])[C:17](=O)[CH3:18]. (4) Given the product [C:27]([N:14]1[C:15]2[C:20](=[CH:19][C:18]([C:21]3[CH2:22][CH2:23][O:24][CH2:25][CH:26]=3)=[CH:17][CH:16]=2)[C@H:11]([NH:10][C:2]2[N:3]=[CH:4][C:5]([C:8]#[N:9])=[N:6][CH:7]=2)[C@@H:12]([CH3:33])[C@@H:13]1[CH:30]1[CH2:32][CH2:31]1)(=[O:29])[CH3:28], predict the reactants needed to synthesize it. The reactants are: Cl[C:2]1[N:3]=[CH:4][C:5]([C:8]#[N:9])=[N:6][CH:7]=1.[NH2:10][C@H:11]1[C:20]2[C:15](=[CH:16][CH:17]=[C:18]([C:21]3[CH2:22][CH2:23][O:24][CH2:25][CH:26]=3)[CH:19]=2)[N:14]([C:27](=[O:29])[CH3:28])[C@@H:13]([CH:30]2[CH2:32][CH2:31]2)[C@@H:12]1[CH3:33].CCN(C(C)C)C(C)C. (5) Given the product [Cl:16][C:17]1[CH:18]=[C:19]([CH:22]=[CH:23][C:24]=1[N:8]1[C:4]2=[N:5][CH:6]=[CH:7][C:2]([Cl:1])=[C:3]2[C:10]([CH:11]([CH3:13])[CH3:12])=[N:9]1)[C:20]#[N:21], predict the reactants needed to synthesize it. The reactants are: [Cl:1][C:2]1[CH:7]=[CH:6][N:5]=[C:4]2[NH:8][N:9]=[C:10]([CH:11]([CH3:13])[CH3:12])[C:3]=12.[H-].[Na+].[Cl:16][C:17]1[CH:18]=[C:19]([CH:22]=[CH:23][C:24]=1F)[C:20]#[N:21].O. (6) Given the product [OH:17][C:6]1[C:7]([CH3:15])=[C:8]([CH:12]=[CH:13][CH:14]=1)[C:9]([OH:11])=[O:10], predict the reactants needed to synthesize it. The reactants are: N([O-])=O.[Na+].N[C:6]1[C:7]([CH3:15])=[C:8]([CH:12]=[CH:13][CH:14]=1)[C:9]([OH:11])=[O:10].S(=O)(=O)(O)[OH:17]. (7) Given the product [O:1]=[C:2]1[N:10]([CH:11]2[CH2:16][CH2:15][NH:14][CH2:13][CH2:12]2)[C:5]2=[N:6][CH:7]=[CH:8][N:9]=[C:4]2[NH:3]1, predict the reactants needed to synthesize it. The reactants are: [O:1]=[C:2]1[N:10]([CH:11]2[CH2:16][CH2:15][N:14](CC3C=CC=CC=3)[CH2:13][CH2:12]2)[C:5]2=[N:6][CH:7]=[CH:8][N:9]=[C:4]2[NH:3]1.[H][H].